Dataset: Reaction yield outcomes from USPTO patents with 853,638 reactions. Task: Predict the reaction yield, written as a fraction of the theoretical maximum amount of product (1.0 means a 100% yield; for example, 0.34 means a 34% yield). (1) The reactants are [CH3:1][O:2][C:3]([C:5]1[C:13]([NH:14][C:15]2[CH:20]=[CH:19][CH:18]=[CH:17][C:16]=2[Cl:21])=[C:12]([F:22])[C:8]2[N:9]=[CH:10][NH:11][C:7]=2[CH:6]=1)=[O:4].CC1C=CC(S(O)(=O)=O)=CC=1.O.C1C(=O)N([Br:42])C(=O)C1. The catalyst is C1COCC1.CO. The product is [CH3:1][O:2][C:3]([C:5]1[C:13]([NH:14][C:15]2[CH:20]=[CH:19][C:18]([Br:42])=[CH:17][C:16]=2[Cl:21])=[C:12]([F:22])[C:8]2[N:9]=[CH:10][NH:11][C:7]=2[CH:6]=1)=[O:4]. The yield is 0.850. (2) The reactants are [NH2:1][C:2]1[CH:10]=[CH:9][CH:8]=[CH:7][C:3]=1[C:4](O)=[O:5].Cl.[NH2:12][CH2:13][C:14]1[CH:23]=[CH:22][C:17]([C:18]([O:20][CH3:21])=[O:19])=[CH:16][CH:15]=1.CN(C(ON1N=NC2C=CC=NC1=2)=[N+](C)C)C.F[P-](F)(F)(F)(F)F.C(N(CC)C(C)C)(C)C. The catalyst is CN(C)C=O.ClCCl. The product is [NH2:1][C:2]1[CH:10]=[CH:9][CH:8]=[CH:7][C:3]=1[C:4]([NH:12][CH2:13][C:14]1[CH:15]=[CH:16][C:17]([C:18]([O:20][CH3:21])=[O:19])=[CH:22][CH:23]=1)=[O:5]. The yield is 0.610. (3) The reactants are [NH2:1][C:2]1[NH:3][C:4](=[O:12])[C:5]2[NH:10][C:9]([CH3:11])=[CH:8][C:6]=2[N:7]=1.[CH3:13][C:14]([CH3:19])([CH3:18])[C:15](Cl)=[O:16].C(N(CC)CC)C. The catalyst is ClC(Cl)C.CN(C1C=CN=CC=1)C.ClCCl. The product is [CH3:13][C:14]([CH3:19])([CH3:18])[C:15]([NH:1][C:2]1[NH:3][C:4](=[O:12])[C:5]2[NH:10][C:9]([CH3:11])=[CH:8][C:6]=2[N:7]=1)=[O:16]. The yield is 0.670. (4) The reactants are Br[C:2]1[C:3]([NH:9][C:10](=[O:13])[CH2:11]I)=[N:4][CH:5]=[C:6]([Br:8])[N:7]=1.C(N(C(C)C)CC)(C)C.[O:23]1[CH2:28][CH2:27][N:26]([CH2:29][CH2:30][NH2:31])[CH2:25][CH2:24]1.CO. The catalyst is C(#N)C.C(OCC)(=O)C. The product is [Br:8][C:6]1[N:7]=[C:2]2[N:31]([CH2:30][CH2:29][N:26]3[CH2:27][CH2:28][O:23][CH2:24][CH2:25]3)[CH2:11][C:10](=[O:13])[NH:9][C:3]2=[N:4][CH:5]=1. The yield is 0.560. (5) The reactants are C([O:8][C:9]1[CH:18]=[C:17]2[C:12]([C:13]([O:19][C:20]3[CH:25]=[CH:24][C:23]([N+:26]([O-:28])=[O:27])=[CH:22][C:21]=3[F:29])=[CH:14][CH:15]=[N:16]2)=[CH:11][C:10]=1[O:30][CH3:31])C1C=CC=CC=1.Br. The catalyst is C(O)(=O)C.CCOCC. The product is [F:29][C:21]1[CH:22]=[C:23]([N+:26]([O-:28])=[O:27])[CH:24]=[CH:25][C:20]=1[O:19][C:13]1[C:12]2[C:17](=[CH:18][C:9]([OH:8])=[C:10]([O:30][CH3:31])[CH:11]=2)[N:16]=[CH:15][CH:14]=1. The yield is 0.975. (6) The reactants are I.[NH2:2][C:3]1[C:4]([C:11]([NH:13][C:14](=[NH:17])SC)=[O:12])=[N:5][C:6]([Cl:10])=[C:7]([NH2:9])[N:8]=1.C(N(CC)CC)C.[C:25]([O:29][C:30](=[O:48])[NH:31][CH2:32][CH2:33][NH:34][C:35](=[O:47])[C:36]1[CH:41]=[CH:40][C:39]([CH2:42][CH2:43][CH2:44][CH2:45][NH2:46])=[CH:38][CH:37]=1)([CH3:28])([CH3:27])[CH3:26]. The catalyst is CO. The product is [C:25]([O:29][C:30](=[O:48])[NH:31][CH2:32][CH2:33][NH:34][C:35](=[O:47])[C:36]1[CH:41]=[CH:40][C:39]([CH2:42][CH2:43][CH2:44][CH2:45][NH:46][C:14]([NH2:17])=[N:13][C:11]([C:4]2[C:3]([NH2:2])=[N:8][C:7]([NH2:9])=[C:6]([Cl:10])[N:5]=2)=[O:12])=[CH:38][CH:37]=1)([CH3:28])([CH3:26])[CH3:27]. The yield is 0.620.